Dataset: Rat liver microsome stability data. Task: Regression/Classification. Given a drug SMILES string, predict its absorption, distribution, metabolism, or excretion properties. Task type varies by dataset: regression for continuous measurements (e.g., permeability, clearance, half-life) or binary classification for categorical outcomes (e.g., BBB penetration, CYP inhibition). Dataset: rlm. (1) The drug is COc1ccc(CCC(=O)N[C@@H](Cc2c[nH]c3ccccc23)C(=O)Nc2ccncc2)cc1. The result is 1 (stable in rat liver microsomes). (2) The molecule is COc1ccccc1-c1nc2c(n1C(C)C)[C@H](c1ccc(Cl)cc1C)N(c1cc(Cl)ccc1C)C2=O. The result is 1 (stable in rat liver microsomes). (3) The compound is COc1ccccc1-c1nc(NCc2ccc(-c3cccnc3)cc2)c2ccccc2n1. The result is 1 (stable in rat liver microsomes). (4) The compound is COc1ccc(-c2nc3c(n2C(C)C)C(c2ccc(Cl)cc2C)N(c2cc(Cl)ccc2C)C3=O)c(OC)n1. The result is 1 (stable in rat liver microsomes). (5) The compound is CC1=C(C(=O)Nc2ccccc2)C(c2ccccc2Br)NC(Nc2nc3ccccc3o2)=N1. The result is 1 (stable in rat liver microsomes). (6) The compound is Cc1cnc(NC(=O)c2ccc(-c3cccc([N+](=O)[O-])c3)o2)s1. The result is 1 (stable in rat liver microsomes). (7) The molecule is O=C(N[C@@H](Cn1ccnc1)c1ccc(Cl)cc1Cl)c1ccc(-c2nnc(-c3cc(F)cc(-c4ccccn4)c3)o2)cc1. The result is 0 (unstable in rat liver microsomes).